Dataset: Full USPTO retrosynthesis dataset with 1.9M reactions from patents (1976-2016). Task: Predict the reactants needed to synthesize the given product. (1) The reactants are: P(Br)(Br)([Br:3])=O.[CH2:6]([C:8]1[CH:17]=[C:16]2[C:11]([C:12](O)=[CH:13][N:14]=[N:15]2)=[CH:10][C:9]=1[O:19][CH3:20])[CH3:7].O.C(=O)([O-])[O-].[Na+].[Na+]. Given the product [Br:3][C:12]1[C:11]2[C:16](=[CH:17][C:8]([CH2:6][CH3:7])=[C:9]([O:19][CH3:20])[CH:10]=2)[N:15]=[N:14][CH:13]=1, predict the reactants needed to synthesize it. (2) Given the product [CH2:1]([O:8][C:9]1[CH:14]=[CH:13][C:12]([C@@H:15]([C:31]2([OH:37])[CH2:36][CH2:35][CH2:34][CH2:33][CH2:32]2)[C:16]([N:18]2[CH2:19][CH2:20][N:21]([C:24]([O:26][C:27]([CH3:30])([CH3:29])[CH3:28])=[O:25])[CH2:22][CH2:23]2)=[O:17])=[CH:11][C:10]=1[Cl:38])[C:2]1[CH:7]=[CH:6][CH:5]=[CH:4][CH:3]=1, predict the reactants needed to synthesize it. The reactants are: [CH2:1]([O:8][C:9]1[CH:14]=[CH:13][C:12]([CH:15]([C:31]2([OH:37])[CH2:36][CH2:35][CH2:34][CH2:33][CH2:32]2)[C:16]([N:18]2[CH2:23][CH2:22][N:21]([C:24]([O:26][C:27]([CH3:30])([CH3:29])[CH3:28])=[O:25])[CH2:20][CH2:19]2)=[O:17])=[CH:11][C:10]=1[Cl:38])[C:2]1[CH:7]=[CH:6][CH:5]=[CH:4][CH:3]=1. (3) Given the product [Br:1][C:2]1[CH:7]=[CH:6][C:5]([Cl:8])=[C:4]([CH:3]=1)[CH2:9][C:10]1[CH:15]=[CH:14][C:13]([OH:16])=[CH:12][CH:11]=1, predict the reactants needed to synthesize it. The reactants are: [Br:1][C:2]1[CH:7]=[CH:6][C:5]([Cl:8])=[C:4]([CH2:9][C:10]2[CH:15]=[CH:14][C:13]([O:16]CC)=[CH:12][CH:11]=2)[CH:3]=1.B(Br)(Br)Br. (4) Given the product [CH3:23][N:17]1[CH2:16][C:15]2[C:19](=[CH:20][CH:21]=[C:13]([C:11]3[S:12][C:8]([C:4]4[CH:3]=[C:2]([NH:1][S:25]([C:28]5[CH:29]=[C:30]([CH:35]=[CH:36][CH:37]=5)[C:31]([O:33][CH3:34])=[O:32])(=[O:27])=[O:26])[CH:7]=[N:6][CH:5]=4)=[CH:9][CH:10]=3)[CH:14]=2)[C:18]1=[O:22], predict the reactants needed to synthesize it. The reactants are: [NH2:1][C:2]1[CH:3]=[C:4]([C:8]2[S:12][C:11]([C:13]3[CH:14]=[C:15]4[C:19](=[CH:20][CH:21]=3)[C:18](=[O:22])[N:17]([CH3:23])[CH2:16]4)=[CH:10][CH:9]=2)[CH:5]=[N:6][CH:7]=1.Cl[S:25]([C:28]1[CH:29]=[C:30]([CH:35]=[CH:36][CH:37]=1)[C:31]([O:33][CH3:34])=[O:32])(=[O:27])=[O:26]. (5) The reactants are: Cl.[CH3:2][O:3][C:4]1[C:9]2[N:10]=[C:11]([C:13]3[NH:14][C:15]4[CH2:20][CH2:19][NH:18][CH2:17][C:16]=4[N:21]=3)[S:12][C:8]=2[C:7]([N:22]2[CH2:27][CH2:26][O:25][CH2:24][CH2:23]2)=[CH:6][CH:5]=1.C(N(C(C)C)C(C)C)C.[C:37](Cl)(=[O:39])[CH3:38]. Given the product [CH3:2][O:3][C:4]1[C:9]2[N:10]=[C:11]([C:13]3[NH:14][C:15]4[CH2:20][CH2:19][N:18]([C:37](=[O:39])[CH3:38])[CH2:17][C:16]=4[N:21]=3)[S:12][C:8]=2[C:7]([N:22]2[CH2:23][CH2:24][O:25][CH2:26][CH2:27]2)=[CH:6][CH:5]=1, predict the reactants needed to synthesize it. (6) Given the product [F:13][C:10]([F:11])([F:12])[C:8]1[CH:7]=[C:6]([CH2:14][O:15][C@@H:16]2[CH2:22][CH2:21][C@@H:20]3[N:23]([CH2:24][CH2:25][O:26][S:43]([CH3:42])(=[O:45])=[O:44])[C@@:17]2([C:27]2[CH:28]=[CH:29][CH:30]=[CH:31][CH:32]=2)[CH2:18][CH2:19]3)[CH:5]=[C:4]([C:3]([F:33])([F:2])[F:34])[CH:9]=1, predict the reactants needed to synthesize it. The reactants are: Cl.[F:2][C:3]([F:34])([F:33])[C:4]1[CH:5]=[C:6]([CH2:14][O:15][C@@H:16]2[CH2:22][CH2:21][C@@H:20]3[N:23]([CH2:24][CH2:25][OH:26])[C@@:17]2([C:27]2[CH:32]=[CH:31][CH:30]=[CH:29][CH:28]=2)[CH2:18][CH2:19]3)[CH:7]=[C:8]([C:10]([F:13])([F:12])[F:11])[CH:9]=1.C(N(CC)CC)C.[CH3:42][S:43](Cl)(=[O:45])=[O:44]. (7) Given the product [O:4]([CH2:3][CH2:2][NH:17][CH:11]1[CH2:16][CH2:15][CH2:14][CH2:13][CH2:12]1)[C:5]1[CH:10]=[CH:9][CH:8]=[CH:7][CH:6]=1, predict the reactants needed to synthesize it. The reactants are: Br[CH2:2][CH2:3][O:4][C:5]1[CH:10]=[CH:9][CH:8]=[CH:7][CH:6]=1.[CH:11]1([NH2:17])[CH2:16][CH2:15][CH2:14][CH2:13][CH2:12]1.C(=O)([O-])[O-].[K+].[K+].[I-].[Na+].